Dataset: Forward reaction prediction with 1.9M reactions from USPTO patents (1976-2016). Task: Predict the product of the given reaction. Given the reactants C(S)C.[Li]CCCC.Cl.[N:10]1([CH2:16][CH2:17][O:18][C:19]2[CH:45]=[CH:44][C:22]([O:23][C:24]3[C:33]4[C:28](=[CH:29][C:30]([O:34]C)=[CH:31][CH:32]=4)[CH:27]=[CH:26][C:25]=3[C:36]3[CH:41]=[CH:40][CH:39]=[C:38]([O:42][CH3:43])[CH:37]=3)=[CH:21][CH:20]=2)[CH2:15][CH2:14][CH2:13][CH2:12][CH2:11]1.[Li]SCC, predict the reaction product. The product is: [N:10]1([CH2:16][CH2:17][O:18][C:19]2[CH:20]=[CH:21][C:22]([O:23][C:24]3[C:33]4[C:28](=[CH:29][C:30]([OH:34])=[CH:31][CH:32]=4)[CH:27]=[CH:26][C:25]=3[C:36]3[CH:41]=[CH:40][CH:39]=[C:38]([O:42][CH3:43])[CH:37]=3)=[CH:44][CH:45]=2)[CH2:15][CH2:14][CH2:13][CH2:12][CH2:11]1.